The task is: Predict the reaction yield, written as a fraction of the theoretical maximum amount of product (1.0 means a 100% yield; for example, 0.34 means a 34% yield).. This data is from Reaction yield outcomes from USPTO patents with 853,638 reactions. (1) The reactants are [Cl:1][C:2]1[CH:7]=[CH:6][C:5]([O:8][CH3:9])=[CH:4][C:3]=1[NH:10][C:11]1[C:12]([NH:21][S:22]([C:25]2[CH:26]=[C:27]([CH:31]=[CH:32][CH:33]=2)[C:28]([OH:30])=O)(=[O:24])=[O:23])=[N:13][C:14]2[C:19]([N:20]=1)=[CH:18][CH:17]=[CH:16][CH:15]=2.F[P-](F)(F)(F)(F)F.N1(OC(N(C)C)=[N+](C)C)C2N=CC=CC=2N=N1.C(N(C(C)C)C(C)C)C.[CH3:67][N:68]([CH3:72])[CH2:69][CH2:70][NH2:71]. The catalyst is CN(C)C=O.C(OCC)(=O)C. The product is [Cl:1][C:2]1[CH:7]=[CH:6][C:5]([O:8][CH3:9])=[CH:4][C:3]=1[NH:10][C:11]1[C:12]([NH:21][S:22]([C:25]2[CH:26]=[C:27]([CH:31]=[CH:32][CH:33]=2)[C:28]([NH:71][CH2:70][CH2:69][N:68]([CH3:72])[CH3:67])=[O:30])(=[O:23])=[O:24])=[N:13][C:14]2[C:19]([N:20]=1)=[CH:18][CH:17]=[CH:16][CH:15]=2. The yield is 0.870. (2) The reactants are [CH2:1]([O:3][C:4]1[C:13]([NH:14][C:15](=[O:23])OC2C=CC=CC=2)=[N:12][C:11]2[C:6](=[CH:7][CH:8]=[CH:9][CH:10]=2)[N:5]=1)[CH3:2].[CH3:24][O:25][C:26]1[CH:27]=[C:28]([N:34]2[CH2:39][CH2:38][NH:37][CH2:36][CH2:35]2)[CH:29]=[C:30]([O:32][CH3:33])[CH:31]=1. No catalyst specified. The product is [CH2:1]([O:3][C:4]1[C:13]([NH:14][C:15]([N:37]2[CH2:36][CH2:35][N:34]([C:28]3[CH:27]=[C:26]([O:25][CH3:24])[CH:31]=[C:30]([O:32][CH3:33])[CH:29]=3)[CH2:39][CH2:38]2)=[O:23])=[N:12][C:11]2[C:6](=[CH:7][CH:8]=[CH:9][CH:10]=2)[N:5]=1)[CH3:2]. The yield is 0.747.